Dataset: Reaction yield outcomes from USPTO patents with 853,638 reactions. Task: Predict the reaction yield, written as a fraction of the theoretical maximum amount of product (1.0 means a 100% yield; for example, 0.34 means a 34% yield). (1) The reactants are O.C1(C)C=CC(S(O)(=O)=O)=CC=1.[C:13]([C:16]1[CH:21]=[CH:20][C:19]([S:22][CH2:23][C:24]2[CH:29]=[CH:28][C:27]([C@H:30]([O:39]C3CCCCO3)[C:31]3[CH:32]=[C:33]([CH:36]=[CH:37][CH:38]=3)[C:34]#[N:35])=[CH:26][CH:25]=2)=[C:18]([CH2:46][CH2:47][CH3:48])[C:17]=1[OH:49])(=[O:15])[CH3:14]. The catalyst is CO. The product is [C:13]([C:16]1[CH:21]=[CH:20][C:19]([S:22][CH2:23][C:24]2[CH:25]=[CH:26][C:27]([C@H:30]([OH:39])[C:31]3[CH:32]=[C:33]([CH:36]=[CH:37][CH:38]=3)[C:34]#[N:35])=[CH:28][CH:29]=2)=[C:18]([CH2:46][CH2:47][CH3:48])[C:17]=1[OH:49])(=[O:15])[CH3:14]. The yield is 0.840. (2) The reactants are [C:1](=[O:8])([O-])[O:2][C:3]([CH3:6])([CH3:5])[CH3:4].[Si:9]([O:16][C@H:17]([C:31]1[CH:36]=[CH:35][CH:34]=[CH:33][CH:32]=1)[C@@H:18]1[NH:22][CH:21]([CH2:23][C:24]2[CH:30]=[CH:29][C:27]([NH2:28])=[CH:26][CH:25]=2)[CH2:20][CH2:19]1)([C:12]([CH3:15])([CH3:14])[CH3:13])([CH3:11])[CH3:10]. No catalyst specified. The product is [NH2:28][C:27]1[CH:26]=[CH:25][C:24]([CH2:23][CH:21]2[CH2:20][CH2:19][C@H:18]([C@H:17]([O:16][Si:9]([C:12]([CH3:13])([CH3:15])[CH3:14])([CH3:10])[CH3:11])[C:31]3[CH:36]=[CH:35][CH:34]=[CH:33][CH:32]=3)[N:22]2[C:1]([O:2][C:3]([CH3:6])([CH3:5])[CH3:4])=[O:8])=[CH:30][CH:29]=1. The yield is 0.640. (3) The reactants are [F:1][C:2]1([F:18])[CH2:6][N:5]([C:7]([O:9][C:10]([CH3:13])([CH3:12])[CH3:11])=[O:8])[C@@H:4]([CH2:14][CH2:15][CH:16]=O)[CH2:3]1.C1(P(=[CH:38][C:39]([O:41][CH2:42][CH3:43])=[O:40])(C2C=CC=CC=2)C2C=CC=CC=2)C=CC=CC=1. The catalyst is C(Cl)Cl. The product is [CH2:42]([O:41][C:39](=[O:40])[CH:38]=[CH:16][CH2:15][CH2:14][C@H:4]1[CH2:3][C:2]([F:18])([F:1])[CH2:6][N:5]1[C:7]([O:9][C:10]([CH3:13])([CH3:12])[CH3:11])=[O:8])[CH3:43]. The yield is 0.650. (4) The reactants are [NH2:1][C:2]1[C:7]([F:8])=[C:6]([CH2:9][C:10]2[CH:15]=[CH:14][C:13]([F:16])=[CH:12][CH:11]=2)[N:5]=[C:4]([CH:17]=[O:18])[CH:3]=1.[Cl:19]N1C(C)(C)C(=O)N(Cl)C1=O. The catalyst is CC#N. The product is [NH2:1][C:2]1[C:7]([F:8])=[C:6]([CH2:9][C:10]2[CH:11]=[CH:12][C:13]([F:16])=[CH:14][CH:15]=2)[N:5]=[C:4]([CH:17]=[O:18])[C:3]=1[Cl:19]. The yield is 0.737. (5) The reactants are Br[C:2]1[CH:7]=[CH:6][C:5](/[N:8]=[C:9]2\[C:10](=[O:24])[N:11]([C:18]3[CH:23]=[CH:22][CH:21]=[CH:20][CH:19]=3)[C:12]3[C:17]\2=[CH:16][CH:15]=[CH:14][CH:13]=3)=[CH:4][CH:3]=1.[S:25]1[CH:29]=[CH:28][C:27](B(O)O)=[CH:26]1.C([O-])([O-])=O.[Na+].[Na+]. The catalyst is C1COCC1.C1C=CC([P]([Pd]([P](C2C=CC=CC=2)(C2C=CC=CC=2)C2C=CC=CC=2)([P](C2C=CC=CC=2)(C2C=CC=CC=2)C2C=CC=CC=2)[P](C2C=CC=CC=2)(C2C=CC=CC=2)C2C=CC=CC=2)(C2C=CC=CC=2)C2C=CC=CC=2)=CC=1. The product is [C:18]1([N:11]2[C:12]3[C:17](=[CH:16][CH:15]=[CH:14][CH:13]=3)/[C:9](=[N:8]/[C:5]3[CH:6]=[CH:7][C:2]([C:27]4[CH:28]=[CH:29][S:25][CH:26]=4)=[CH:3][CH:4]=3)/[C:10]2=[O:24])[CH:23]=[CH:22][CH:21]=[CH:20][CH:19]=1. The yield is 0.350. (6) The reactants are [Cl:1][C:2]1[CH:7]=[CH:6][C:5]([S:8]([NH:11][C@H:12]([CH2:16][CH:17]([CH3:19])[CH3:18])[C:13]([NH2:15])=[O:14])(=[O:10])=[O:9])=[CH:4][CH:3]=1.C(=O)([O-])[O-].[K+].[K+].[C:26]([O:30][C:31](=[O:34])[CH2:32]Br)([CH3:29])([CH3:28])[CH3:27]. The catalyst is CN(C=O)C. The product is [C:26]([O:30][C:31](=[O:34])[CH2:32][N:11]([C@@H:12]([C:13](=[O:14])[NH2:15])[CH2:16][CH:17]([CH3:19])[CH3:18])[S:8]([C:5]1[CH:4]=[CH:3][C:2]([Cl:1])=[CH:7][CH:6]=1)(=[O:9])=[O:10])([CH3:29])([CH3:28])[CH3:27]. The yield is 0.350. (7) The reactants are [C:1]([C:3]1[CH:8]=[CH:7][C:6]([C:9]2[N:14]=[C:13]([N:15]3[CH2:20][CH2:19][CH:18]([NH:21][C:22](=[O:28])[O:23][C:24]([CH3:27])([CH3:26])[CH3:25])[CH2:17][CH2:16]3)[CH:12]=[N:11][CH:10]=2)=[CH:5][C:4]=1[F:29])#[N:2].C1C(=O)N([Br:37])C(=O)C1. The catalyst is C(#N)C. The product is [Br:37][C:10]1[N:11]=[CH:12][C:13]([N:15]2[CH2:16][CH2:17][CH:18]([NH:21][C:22](=[O:28])[O:23][C:24]([CH3:25])([CH3:26])[CH3:27])[CH2:19][CH2:20]2)=[N:14][C:9]=1[C:6]1[CH:7]=[CH:8][C:3]([C:1]#[N:2])=[C:4]([F:29])[CH:5]=1. The yield is 0.430. (8) The reactants are Cl[CH2:2][S:3]([NH:6][C:7]1[CH:8]=[C:9]2[C:14](=[CH:15][CH:16]=1)[CH:13]=[N:12][CH:11]=[CH:10]2)(=[O:5])=[O:4].[NH2:17][C:18]1[CH:19]=[C:20]([CH:25]=[CH:26][CH:27]=1)[C:21]([NH:23][CH3:24])=[O:22]. The catalyst is CO. The product is [NH3:6].[CH:13]1[C:14]2[C:9](=[CH:8][C:7]([NH:6][S:3]([CH2:2][NH:17][C:18]3[CH:19]=[C:20]([CH:25]=[CH:26][CH:27]=3)[C:21]([NH:23][CH3:24])=[O:22])(=[O:5])=[O:4])=[CH:16][CH:15]=2)[CH:10]=[CH:11][N:12]=1. The yield is 0.0200.